Dataset: Forward reaction prediction with 1.9M reactions from USPTO patents (1976-2016). Task: Predict the product of the given reaction. (1) Given the reactants [OH:1][N:2]=[C:3]([C:5]1[CH:33]=[CH:32][C:8]([C:9]([NH:11][CH2:12][CH2:13][NH:14][C:15]([C:17]2[C:18]([C:28]([F:31])([F:30])[F:29])=[N:19][N:20]([C:22]3[CH:27]=[CH:26][CH:25]=[CH:24][CH:23]=3)[CH:21]=2)=[O:16])=[O:10])=[CH:7][N:6]=1)[NH2:4].[F:34][C:35]([F:46])([F:45])[C:36](O[C:36](=O)[C:35]([F:46])([F:45])[F:34])=O, predict the reaction product. The product is: [C:22]1([N:20]2[CH:21]=[C:17]([C:15]([NH:14][CH2:13][CH2:12][NH:11][C:9](=[O:10])[C:8]3[CH:32]=[CH:33][C:5]([C:3]4[N:4]=[C:36]([C:35]([F:46])([F:45])[F:34])[O:1][N:2]=4)=[N:6][CH:7]=3)=[O:16])[C:18]([C:28]([F:31])([F:30])[F:29])=[N:19]2)[CH:27]=[CH:26][CH:25]=[CH:24][CH:23]=1. (2) Given the reactants [CH2:1]([N:8]1[CH2:16][C@@H:15]2[C@:10]([CH3:23])([CH2:11][CH2:12][C:13]3[C:20]([Cl:21])=[C:19](Br)[CH:18]=[CH:17][C:14]=32)[CH2:9]1)[C:2]1[CH:7]=[CH:6][CH:5]=[CH:4][CH:3]=1.C[O-].[Na+].[C:27](OCC)(=[O:29])C, predict the reaction product. The product is: [CH2:1]([N:8]1[CH2:16][C@@H:15]2[C@:10]([CH3:23])([CH2:11][CH2:12][C:13]3[C:20]([Cl:21])=[C:19]([O:29][CH3:27])[CH:18]=[CH:17][C:14]=32)[CH2:9]1)[C:2]1[CH:7]=[CH:6][CH:5]=[CH:4][CH:3]=1. (3) Given the reactants Br[C:2]1[CH:7]=[CH:6][CH:5]=[C:4]([N+:8]([O-:10])=[O:9])[C:3]=1[F:11].[F:12][C:13]1[CH:18]=[CH:17][CH:16]=[CH:15][C:14]=1B(O)O.C(=O)([O-])[O-].[K+].[K+], predict the reaction product. The product is: [F:11][C:3]1[C:4]([N+:8]([O-:10])=[O:9])=[CH:5][CH:6]=[CH:7][C:2]=1[C:14]1[CH:15]=[CH:16][CH:17]=[CH:18][C:13]=1[F:12]. (4) Given the reactants [CH3:1][O:2][C:3]1[CH:4]=[C:5]([C:11]2[C:12]([CH2:18][CH3:19])([CH3:17])[C:13](=[O:16])[NH:14][N:15]=2)[CH:6]=[CH:7][C:8]=1[O:9][CH3:10].CC1C=CC(S(O[CH:31]2[CH2:36][CH2:35][N:34](C(OC(C)(C)C)=O)[CH2:33][CH2:32]2)(=O)=O)=CC=1, predict the reaction product. The product is: [CH3:1][O:2][C:3]1[CH:4]=[C:5]([C:11]2[C:12]([CH2:18][CH3:19])([CH3:17])[C:13](=[O:16])[N:14]([CH:31]3[CH2:36][CH2:35][NH:34][CH2:33][CH2:32]3)[N:15]=2)[CH:6]=[CH:7][C:8]=1[O:9][CH3:10]. (5) The product is: [Cl:25][C:22]1[CH:23]=[CH:24][C:19]([C:16]2[S:17][CH:18]=[C:14]([CH2:13][O:12][C:9]3[CH:10]=[CH:11][C:6]([CH2:5][C@H:4]([O:28][CH2:29][CH3:30])[C:3]([OH:31])=[O:2])=[C:7]([CH2:26][CH3:27])[CH:8]=3)[N:15]=2)=[CH:20][CH:21]=1. Given the reactants C[O:2][C:3](=[O:31])[C@@H:4]([O:28][CH2:29][CH3:30])[CH2:5][C:6]1[CH:11]=[CH:10][C:9]([O:12][CH2:13][C:14]2[N:15]=[C:16]([C:19]3[CH:24]=[CH:23][C:22]([Cl:25])=[CH:21][CH:20]=3)[S:17][CH:18]=2)=[CH:8][C:7]=1[CH2:26][CH3:27].[Li+].[OH-], predict the reaction product.